From a dataset of Reaction yield outcomes from USPTO patents with 853,638 reactions. Predict the reaction yield, written as a fraction of the theoretical maximum amount of product (1.0 means a 100% yield; for example, 0.34 means a 34% yield). (1) The reactants are [OH:1][N:2]=[C:3](Cl)[C:4]1[CH:9]=[CH:8][CH:7]=[CH:6][C:5]=1[CH3:10].[CH2:12]([O:14][C:15](=[O:23])[CH:16]=[CH:17]N1CCCC1)[CH3:13].C(N(CC)CC)C. The catalyst is C(OCC)C. The product is [CH2:12]([O:14][C:15]([C:16]1[C:3]([C:4]2[CH:9]=[CH:8][CH:7]=[CH:6][C:5]=2[CH3:10])=[N:2][O:1][CH:17]=1)=[O:23])[CH3:13]. The yield is 0.470. (2) The reactants are C([O:8][C:9]1[CH:14]=[CH:13][C:12]([N:15]2[CH2:20][CH2:19][O:18][CH:17]([C:21]3[CH:26]=[CH:25][CH:24]=[CH:23][CH:22]=3)[CH2:16]2)=[CH:11][CH:10]=1)C1C=CC=CC=1. The catalyst is CO.[Pd]. The product is [C:21]1([CH:17]2[O:18][CH2:19][CH2:20][N:15]([C:12]3[CH:11]=[CH:10][C:9]([OH:8])=[CH:14][CH:13]=3)[CH2:16]2)[CH:22]=[CH:23][CH:24]=[CH:25][CH:26]=1. The yield is 0.990. (3) The reactants are [Br:1][C:2]1[CH:8]=[CH:7][C:5]([NH2:6])=[CH:4][CH:3]=1.C(N(CC)CC)C.[C:16](Cl)(=[O:18])[CH3:17]. The catalyst is ClCCl. The product is [Br:1][C:2]1[CH:8]=[CH:7][C:5]([NH:6][C:16](=[O:18])[CH3:17])=[CH:4][CH:3]=1. The yield is 0.940. (4) The reactants are [CH2:1]([O:3][C:4]1[N:5]=[C:6]([CH3:26])[NH:7][C:8](=[O:25])[C:9]=1[CH2:10][C:11]1[CH:16]=[CH:15][C:14]([C:17]2[C:18]([C:23]#[N:24])=[CH:19][CH:20]=[CH:21][CH:22]=2)=[CH:13][CH:12]=1)[CH3:2].[O:27]1[C:31]2[CH:32]=[CH:33][C:34](B(O)O)=[CH:35][C:30]=2[CH2:29][CH2:28]1.C(N(CC)CC)C.N1C=CC=CC=1. The catalyst is O1CCCC1.C(OCC)(=O)C.C([O-])(=O)C.[Cu+2].C([O-])(=O)C. The product is [O:27]1[C:31]2[CH:32]=[CH:33][C:34]([N:7]3[C:8](=[O:25])[C:9]([CH2:10][C:11]4[CH:16]=[CH:15][C:14]([C:17]5[C:18]([C:23]#[N:24])=[CH:19][CH:20]=[CH:21][CH:22]=5)=[CH:13][CH:12]=4)=[C:4]([O:3][CH2:1][CH3:2])[N:5]=[C:6]3[CH3:26])=[CH:35][C:30]=2[CH2:29][CH2:28]1. The yield is 0.920. (5) The reactants are [CH3:1][N:2]1[CH:6]([C:7]([OH:9])=O)[CH2:5][N:4]([C:10]2[CH:11]=[N:12][CH:13]=[N:14][CH:15]=2)[C:3]1=[O:16].C(N1CCOCC1)C.O.ON1C2C=CC=CC=2N=N1.Cl.C(N=C=NCCCN(C)C)C.[Cl:48][C:49]1[C:54]([C:55]([F:58])([F:57])[F:56])=[CH:53][CH:52]=[CH:51][C:50]=1[CH2:59][NH2:60]. The catalyst is ClCCl. The product is [Cl:48][C:49]1[C:54]([C:55]([F:57])([F:58])[F:56])=[CH:53][CH:52]=[CH:51][C:50]=1[CH2:59][NH:60][C:7]([CH:6]1[CH2:5][N:4]([C:10]2[CH:11]=[N:12][CH:13]=[N:14][CH:15]=2)[C:3](=[O:16])[N:2]1[CH3:1])=[O:9]. The yield is 0.220.